From a dataset of Full USPTO retrosynthesis dataset with 1.9M reactions from patents (1976-2016). Predict the reactants needed to synthesize the given product. The reactants are: [CH:1]1([CH2:4][O:5][C:6]2[CH:11]=[CH:10][C:9]([S:12]([CH3:15])(=[O:14])=[O:13])=[CH:8][C:7]=2B2OC(C)(C)C(C)(C)O2)[CH2:3][CH2:2]1.Br[C:26]1[C:27]2[CH:36]=[C:35]([Cl:37])[O:34][C:28]=2[C:29](=[O:33])[N:30]([CH3:32])[CH:31]=1.[O-]P([O-])([O-])=O.[K+].[K+].[K+]. Given the product [Cl:37][C:35]1[O:34][C:28]2[C:29](=[O:33])[N:30]([CH3:32])[CH:31]=[C:26]([C:7]3[CH:8]=[C:9]([S:12]([CH3:15])(=[O:13])=[O:14])[CH:10]=[CH:11][C:6]=3[O:5][CH2:4][CH:1]3[CH2:2][CH2:3]3)[C:27]=2[CH:36]=1, predict the reactants needed to synthesize it.